Dataset: Full USPTO retrosynthesis dataset with 1.9M reactions from patents (1976-2016). Task: Predict the reactants needed to synthesize the given product. (1) Given the product [CH3:8][C:6]1[CH:5]=[CH:4][C:3]([O:9][CH3:10])=[C:2]([B:18]([OH:19])[OH:17])[CH:7]=1, predict the reactants needed to synthesize it. The reactants are: Br[C:2]1[CH:7]=[C:6]([CH3:8])[CH:5]=[CH:4][C:3]=1[O:9][CH3:10].C([Li])CCC.C[O:17][B:18](OC)[O:19]C.Cl. (2) The reactants are: [C:1]1(=[O:11])[C:9]2[CH:8]=[CH:7][N:6]=[CH:5][C:4]=2[C:3](=[O:10])[NH:2]1.C(N(CC)C(C)C)(C)C.[CH2:21](Br)[C:22]1[CH:27]=[CH:26][CH:25]=[CH:24][CH:23]=1. Given the product [CH2:21]([N:2]1[C:1](=[O:11])[C:9]2[CH:8]=[CH:7][N:6]=[CH:5][C:4]=2[C:3]1=[O:10])[C:22]1[CH:27]=[CH:26][CH:25]=[CH:24][CH:23]=1, predict the reactants needed to synthesize it. (3) Given the product [CH3:1][C@@H:2]1[CH2:7][CH2:6][CH2:5][N:4]([C:8]([C:10]2[CH:15]=[C:14]([CH3:16])[CH:13]=[CH:12][C:11]=2[C:17]2[CH:18]=[N:19][N:20]([CH3:22])[CH:21]=2)=[O:9])[C@@H:3]1[CH2:23][NH:24][C:25]1[CH:30]=[CH:29][CH:28]=[C:27]([C:42]([F:45])([F:44])[F:43])[N:26]=1, predict the reactants needed to synthesize it. The reactants are: [CH3:1][C@@H:2]1[CH2:7][CH2:6][CH2:5][N:4]([C:8]([C:10]2[CH:15]=[C:14]([CH3:16])[CH:13]=[CH:12][C:11]=2[C:17]2[CH:18]=[N:19][N:20]([CH3:22])[CH:21]=2)=[O:9])[C@@H:3]1[CH2:23][NH:24][C:25]1[CH:30]=[CH:29][C:28](C(F)(F)F)=[CH:27][N:26]=1.ClC1C=CC=C([C:42]([F:45])([F:44])[F:43])N=1. (4) The reactants are: [Br:1][C:2]1[CH:3]=[C:4]([N:9]2[C:13](=[O:14])[O:12][N:11]=[C:10]2[C:15]2[C:16]([NH:20][CH2:21][CH2:22][N:23](CC3C=CC(OC)=CC=3)[S:24]([N:27](CC3C=CC(OC)=CC=3)C(=O)OC(C)(C)C)(=[O:26])=[O:25])=[N:17][O:18][N:19]=2)[CH:5]=[CH:6][C:7]=1[F:8].FC(F)(F)C(O)=O. Given the product [Br:1][C:2]1[CH:3]=[C:4]([N:9]2[C:13](=[O:14])[O:12][N:11]=[C:10]2[C:15]2[C:16]([NH:20][CH2:21][CH2:22][NH:23][S:24]([NH2:27])(=[O:25])=[O:26])=[N:17][O:18][N:19]=2)[CH:5]=[CH:6][C:7]=1[F:8], predict the reactants needed to synthesize it. (5) Given the product [CH:1]1[CH:6]=[N:5][CH:4]=[C:3]([C:7]([NH2:9])=[O:8])[CH:2]=1.[CH2:20]([OH:21])[CH:18]([OH:19])[CH:16]1[O:17][C:11](=[O:10])[C:12]([OH:13])=[C:14]1[OH:15], predict the reactants needed to synthesize it. The reactants are: [CH:1]1[CH:6]=[N:5][CH:4]=[C:3]([C:7]([NH2:9])=[O:8])[CH:2]=1.[O:10]=[C:11]1[O:17][C@H:16]([C@H:18]([CH2:20][OH:21])[OH:19])[C:14]([OH:15])=[C:12]1[OH:13]. (6) Given the product [C:1]([O:5][C:6]([N:8]1[CH2:13][CH2:12][C:11]2[N:14]([CH3:31])[N:15]([C:18]3[CH:27]=[N:26][C:25]4[C:20](=[CH:21][CH:22]=[CH:23][CH:24]=4)[N:19]=3)[C:16](=[O:17])[C:10]=2[CH2:9]1)=[O:7])([CH3:4])([CH3:2])[CH3:3], predict the reactants needed to synthesize it. The reactants are: [C:1]([O:5][C:6]([N:8]1[CH2:13][CH2:12][C:11]2[NH:14][N:15]([C:18]3[CH:27]=[N:26][C:25]4[C:20](=[CH:21][CH:22]=[CH:23][CH:24]=4)[N:19]=3)[C:16](=[O:17])[C:10]=2[CH2:9]1)=[O:7])([CH3:4])([CH3:3])[CH3:2].[H-].[Na+].I[CH3:31]. (7) Given the product [CH3:26][O:25][C:22]1[CH:21]=[CH:20][C:19]([C:13]2[C:14]3[C:15](=[O:17])[C:7]([C:27]#[N:28])=[CH:8][NH:9][C:10]=3[S:11][CH:12]=2)=[CH:24][CH:23]=1, predict the reactants needed to synthesize it. The reactants are: C(OC(=O)/[C:7](/[C:27]#[N:28])=[CH:8]\[NH:9][C:10]1[S:11][CH:12]=[C:13]([C:19]2[CH:24]=[CH:23][C:22]([O:25][CH3:26])=[CH:21][CH:20]=2)[C:14]=1[C:15]([O:17]C)=O)(C)(C)C.C(#N)C.C(O)(C(F)(F)F)=O. (8) Given the product [Cl:35]/[C:8](=[CH:50]\[C:49]1[CH:52]=[CH:53][C:46]([O:45][CH2:44][O:43][CH3:42])=[CH:47][CH:48]=1)/[C:6]([O:5][C:1]([CH3:4])([CH3:3])[CH3:2])=[O:7], predict the reactants needed to synthesize it. The reactants are: [C:1]([O:5][C:6]([CH:8]=P(C1C=CC=CC=1)(C1C=CC=CC=1)C1C=CC=CC=1)=[O:7])([CH3:4])([CH3:3])[CH3:2].C1C(=O)N([Cl:35])C(=O)C1.C(=O)([O-])[O-].[K+].[K+].[CH3:42][O:43][CH2:44][O:45][C:46]1[CH:53]=[CH:52][C:49]([CH:50]=O)=[CH:48][CH:47]=1.